This data is from Reaction yield outcomes from USPTO patents with 853,638 reactions. The task is: Predict the reaction yield, written as a fraction of the theoretical maximum amount of product (1.0 means a 100% yield; for example, 0.34 means a 34% yield). (1) The reactants are [CH3:1][C:2]1[CH:7]=[C:6]([N+:8]([O-:10])=[O:9])[C:5]([O:11][CH3:12])=[CH:4][C:3]=1[N:13]1[CH2:18][CH2:17][CH:16]([CH2:19][CH2:20]O)[CH2:15][CH2:14]1.C1(P(C2C=CC=CC=2)C2C=CC=CC=2)C=CC=CC=1.N1C=CN=C1.[I:46]I. The catalyst is C1COCC1. The product is [I:46][CH2:20][CH2:19][CH:16]1[CH2:17][CH2:18][N:13]([C:3]2[CH:4]=[C:5]([O:11][CH3:12])[C:6]([N+:8]([O-:10])=[O:9])=[CH:7][C:2]=2[CH3:1])[CH2:14][CH2:15]1. The yield is 0.910. (2) The reactants are [Br:1][C:2]1[CH:3]=[C:4]([O:20][C:21]2[CH:26]=[CH:25][CH:24]=[CH:23][CH:22]=2)[C:5]([NH:8][C:9]2[S:10][CH:11]=[C:12]([CH2:14][CH2:15]/[C:16](/[NH2:19])=[N:17]/[OH:18])[N:13]=2)=[N:6][CH:7]=1.C([O-])([O-])=O.[K+].[K+].[C:33](Cl)(=[O:35])[CH3:34]. The catalyst is CC(C)=O. The product is [C:33]([O:18]/[N:17]=[C:16](\[NH2:19])/[CH2:15][CH2:14][C:12]1[N:13]=[C:9]([NH:8][C:5]2[C:4]([O:20][C:21]3[CH:26]=[CH:25][CH:24]=[CH:23][CH:22]=3)=[CH:3][C:2]([Br:1])=[CH:7][N:6]=2)[S:10][CH:11]=1)(=[O:35])[CH3:34]. The yield is 0.934.